This data is from Catalyst prediction with 721,799 reactions and 888 catalyst types from USPTO. The task is: Predict which catalyst facilitates the given reaction. (1) Reactant: [O:1]1[C:5]2[CH:6]=[CH:7][C:8]([CH2:10][N:11]3[C:23](=[O:24])[C:22]4[C:13](=[C:14]([OH:26])[C:15]5[N:16]=[CH:17][CH:18]=[N:19][C:20]=5[C:21]=4[OH:25])[C:12]3=[O:27])=[CH:9][C:4]=2[O:3][CH2:2]1.Br[CH2:29][CH2:30][CH:31]([CH3:33])[CH3:32].C(=O)([O-])[O-].[K+].[K+]. Product: [O:1]1[C:5]2[CH:6]=[CH:7][C:8]([CH2:10][N:11]3[C:12](=[O:27])[C:13]4[C:22](=[C:21]([O:25][CH2:29][CH2:30][CH:31]([CH3:33])[CH3:32])[C:20]5[N:19]=[CH:18][CH:17]=[N:16][C:15]=5[C:14]=4[OH:26])[C:23]3=[O:24])=[CH:9][C:4]=2[O:3][CH2:2]1. The catalyst class is: 3. (2) Reactant: [C:1]([O:5][C:6](=[O:39])[NH:7][C:8]1([C:12]2[CH:17]=[CH:16][C:15]([C:18]3[C:23]([C:24]4[CH:29]=[CH:28][CH:27]=[CH:26][CH:25]=4)=[CH:22][N:21]4[CH:30]=[C:31]([C:33]5[CH:38]=[CH:37][CH:36]=[CH:35][CH:34]=5)[N:32]=[C:20]4[N:19]=3)=[CH:14][CH:13]=2)[CH2:11][CH2:10][CH2:9]1)([CH3:4])([CH3:3])[CH3:2].C1C(=O)N([Br:47])C(=O)C1. Product: [C:1]([O:5][C:6](=[O:39])[NH:7][C:8]1([C:12]2[CH:13]=[CH:14][C:15]([C:18]3[C:23]([C:24]4[CH:25]=[CH:26][CH:27]=[CH:28][CH:29]=4)=[CH:22][N:21]4[C:30]([Br:47])=[C:31]([C:33]5[CH:34]=[CH:35][CH:36]=[CH:37][CH:38]=5)[N:32]=[C:20]4[N:19]=3)=[CH:16][CH:17]=2)[CH2:11][CH2:10][CH2:9]1)([CH3:4])([CH3:2])[CH3:3]. The catalyst class is: 373. (3) Reactant: [C:1]([C:4]1[CH:16]=[CH:15][C:7]([O:8][CH2:9][C:10](OCC)=[O:11])=[C:6]([N+:17]([O-])=O)[CH:5]=1)(=[O:3])[CH3:2].COC1C=CC2OCC(=O)NC=2C=1. Product: [C:1]([C:4]1[CH:16]=[CH:15][C:7]2[O:8][CH2:9][C:10](=[O:11])[NH:17][C:6]=2[CH:5]=1)(=[O:3])[CH3:2]. The catalyst class is: 180. (4) Reactant: [O:1]1[CH2:6][CH2:5][CH:4](/[CH:7]=[C:8]2/[C:9](=[O:23])[CH:10]([C:14]3[C:19]([CH3:20])=[CH:18][C:17]([CH3:21])=[CH:16][C:15]=3[CH3:22])[C:11](=[O:13])[CH2:12]/2)[CH2:3][CH2:2]1. Product: [O:1]1[CH2:2][CH2:3][CH:4]([CH2:7][CH:8]2[CH2:12][C:11](=[O:13])[CH:10]([C:14]3[C:15]([CH3:22])=[CH:16][C:17]([CH3:21])=[CH:18][C:19]=3[CH3:20])[C:9]2=[O:23])[CH2:5][CH2:6]1. The catalyst class is: 29. (5) Reactant: Cl.Cl.[CH2:3]([N:10]1[CH2:15][CH2:14][CH2:13][CH:12]([CH2:16][N:17]2[CH2:22][CH2:21][NH:20][CH2:19][C:18]2=[O:23])[CH2:11]1)[C:4]1[CH:9]=[CH:8][CH:7]=[CH:6][CH:5]=1.C(N(CC)C(C)C)(C)C.CN(C)C=O.[Cl:38][C:39]1[CH:40]=[C:41]([N:46]=[C:47]=[O:48])[CH:42]=[CH:43][C:44]=1[Cl:45]. Product: [CH2:3]([N:10]1[CH2:15][CH2:14][CH2:13][CH:12]([CH2:16][N:17]2[CH2:22][CH2:21][N:20]([C:47]([NH:46][C:41]3[CH:42]=[CH:43][C:44]([Cl:45])=[C:39]([Cl:38])[CH:40]=3)=[O:48])[CH2:19][C:18]2=[O:23])[CH2:11]1)[C:4]1[CH:5]=[CH:6][CH:7]=[CH:8][CH:9]=1. The catalyst class is: 4. (6) Reactant: [F:1][C:2]1[CH:3]=[C:4]([CH:37]=[C:38]([F:40])[CH:39]=1)[CH2:5][C@@H:6]1[CH2:11][NH:10][CH2:9][CH2:8][N:7]1[C:12]([C:14]1[N:15]=[CH:16][N:17]([C@H:25]2[CH2:30][CH2:29][CH2:28][CH2:27][C@@H:26]2[NH:31][C:32](=[O:36])[O:33][CH2:34][CH3:35])[C:18]=1[C:19]1[CH:24]=[CH:23][CH:22]=[CH:21][CH:20]=1)=[O:13].[C:41]([OH:47])(=[O:46])[CH2:42][C:43]([OH:45])=[O:44]. Product: [C:41]([OH:47])(=[O:46])[CH2:42][C:43]([OH:45])=[O:44].[F:1][C:2]1[CH:3]=[C:4]([CH:37]=[C:38]([F:40])[CH:39]=1)[CH2:5][C@@H:6]1[CH2:11][NH:10][CH2:9][CH2:8][N:7]1[C:12]([C:14]1[N:15]=[CH:16][N:17]([C@H:25]2[CH2:30][CH2:29][CH2:28][CH2:27][C@@H:26]2[NH:31][C:32](=[O:36])[O:33][CH2:34][CH3:35])[C:18]=1[C:19]1[CH:20]=[CH:21][CH:22]=[CH:23][CH:24]=1)=[O:13]. The catalyst class is: 8. (7) Reactant: [Cl:1][C:2]1[CH:7]=[CH:6][C:5]([C:8]2([C:11]3[CH:16]=[CH:15][C:14]([I:17])=[CH:13][CH:12]=3)[CH2:10][O:9]2)=[CH:4][CH:3]=1.[C:18]1(=[O:28])[NH:22][C:21](=[O:23])[C:20]2=[CH:24][CH:25]=[CH:26][CH:27]=[C:19]12.[K]. Product: [Cl:1][C:2]1[CH:7]=[CH:6][C:5]([C:8]([OH:9])([C:11]2[CH:16]=[CH:15][C:14]([I:17])=[CH:13][CH:12]=2)[CH2:10][N:22]2[C:18](=[O:28])[C:19]3[C:20](=[CH:24][CH:25]=[CH:26][CH:27]=3)[C:21]2=[O:23])=[CH:4][CH:3]=1. The catalyst class is: 774. (8) Product: [NH2:9][C:4]1[CH:3]=[C:2]([Cl:1])[CH:8]=[CH:7][C:5]=1[NH:6][S:17]([C:13]1[S:12][CH:16]=[CH:15][CH:14]=1)(=[O:19])=[O:18]. Reactant: [Cl:1][C:2]1[CH:8]=[CH:7][C:5]([NH2:6])=[C:4]([N+:9]([O-])=O)[CH:3]=1.[S:12]1[CH:16]=[CH:15][CH:14]=[C:13]1[S:17](Cl)(=[O:19])=[O:18].[OH-].[Na+].Cl. The catalyst class is: 858.